Dataset: Peptide-MHC class I binding affinity with 185,985 pairs from IEDB/IMGT. Task: Regression. Given a peptide amino acid sequence and an MHC pseudo amino acid sequence, predict their binding affinity value. This is MHC class I binding data. (1) The peptide sequence is LVSQGIRQV. The MHC is Mamu-A70103 with pseudo-sequence Mamu-A70103. The binding affinity (normalized) is 0.255. (2) The peptide sequence is GEKSRCYSLY. The MHC is HLA-A32:01 with pseudo-sequence HLA-A32:01. The binding affinity (normalized) is 0. (3) The peptide sequence is STTSQKTTW. The MHC is HLA-B58:01 with pseudo-sequence HLA-B58:01. The binding affinity (normalized) is 0.683. (4) The peptide sequence is SMYQLMITI. The MHC is HLA-A02:19 with pseudo-sequence HLA-A02:19. The binding affinity (normalized) is 0.213.